The task is: Predict the product of the given reaction.. This data is from Forward reaction prediction with 1.9M reactions from USPTO patents (1976-2016). (1) Given the reactants [F:1][C:2]1[CH:3]=[C:4]([NH:8][C:9](=[O:15])[O:10][C:11]([CH3:14])([CH3:13])[CH3:12])[CH:5]=[N:6][CH:7]=1.CN(C)CCN(C)C.[Li]CCCC.[I:29]I, predict the reaction product. The product is: [F:1][C:2]1[C:3]([I:29])=[C:4]([NH:8][C:9](=[O:15])[O:10][C:11]([CH3:12])([CH3:14])[CH3:13])[CH:5]=[N:6][CH:7]=1. (2) Given the reactants Cl[CH2:2][CH2:3][CH2:4][C:5]([NH:7][C:8]1[CH:9]=[CH:10][CH:11]=[C:12]2[C:17]=1[NH:16][C:15](=[O:18])[CH:14]([NH:19][C:20](=[O:34])[C@H:21]([NH:26][C:27](=[O:33])[O:28][C:29]([CH3:32])([CH3:31])[CH3:30])[CH2:22][CH:23]([CH3:25])[CH3:24])[CH2:13]2)=[O:6].[H-].[Na+], predict the reaction product. The product is: [CH3:24][CH:23]([CH3:25])[CH2:22][C@@H:21]([NH:26][C:27](=[O:33])[O:28][C:29]([CH3:32])([CH3:31])[CH3:30])[C:20](=[O:34])[NH:19][CH:14]1[CH2:13][C:12]2[C:17](=[C:8]([N:7]3[CH2:2][CH2:3][CH2:4][C:5]3=[O:6])[CH:9]=[CH:10][CH:11]=2)[NH:16][C:15]1=[O:18]. (3) Given the reactants [CH3:1][O:2][C:3](=[O:14])[CH2:4][CH2:5][C:6]1[CH:11]=[CH:10][C:9]([OH:12])=[CH:8][C:7]=1[CH3:13].C(=O)([O-])[O-].[Ca+2].[Br:20]Br.S(=O)(O)[O-].[Na+], predict the reaction product. The product is: [CH3:1][O:2][C:3](=[O:14])[CH2:4][CH2:5][C:6]1[CH:11]=[C:10]([Br:20])[C:9]([OH:12])=[CH:8][C:7]=1[CH3:13].